From a dataset of Drug-target binding data from BindingDB using IC50 measurements. Regression. Given a target protein amino acid sequence and a drug SMILES string, predict the binding affinity score between them. We predict pIC50 (pIC50 = -log10(IC50 in M); higher means more potent). Dataset: bindingdb_ic50. (1) The small molecule is CCCCCC/C=C\CCCCCCCCCc1cccc(O)c1. The target protein (P08487) has sequence MAGAASPCANGCGPSAPSDAEVVHLCRSLEVGTVMTLFYSKKSQRPERKTFQVKLETRQITWSRGADKIEGAIDIREIKEIRPGKTSRDFDRYQEDPAFRPDQSHCFVILYGMEFRLKTLSLQATSEDEVNMWIRGLTWLMEDTLQAATPLQIERWLRKQFYSVDRNREDRISAKDLKNMLSQVNYRVPNMRFLRERLTDLEQRTSDITYGQFAQLYRSLMYSAQKTMDLPFLEASALRAGERPELCRVSLPEFQQFLLEYQGELWAVDRLQVQEFMLSFLRDPLREIEEPYFFLDEFVTFLFSKENSIWNSQLDEVCPDTMNNPLSHYWISSSHNTYLTGDQFSSESSLEAYARCLRMGCRCIELDCWDGPDGMPVIYHGHTLTTKIKFSDVLHTIKEHAFVASEYPVILSIEDHCSIAQQRNMAQYFKKVLGDTLLTKPVDIAADGLPSPNQLKRKILIKHKKLAEGSAYEEVPTSVMYSENDISNSIKNGILYLEDP.... The pIC50 is 4.0. (2) The small molecule is CN(C)C[C@@H]1CCn2cc(c3ccccc32)C2=C(C(=O)NC2=O)c2cn(c3ccccc23)CCO1. The target protein sequence is MDGTAAEPRPGAGSLQHAQPPPQPRKKRPEDFKFGKILGEGSFSTVVLARELATSREYAIKILEKRHIIKENKVPYVTRERDVMSRLDHPFFVKLYFTFQDDEKLYFGLSYAKNGDLLKYIRKIGSFDETCTRFYTAEIVSALEYLHGKGIIHRDLKPENILLNEDMHIQITDFGTAKVLSPESKQARANSFVGTAQYVSPELLTEKSACKSSDLWALGCIIYQLVAGLPPFRAGNEYLIFQKIIKLEYDFPEKFFPKARDLVEKLLVLDATKRLGCEEMEGYGPLKAHPFFESVTWENLHQQTPPKLT. The pIC50 is 6.2. (3) The small molecule is C[C@@H](NC(=O)[C@@H]1C[C@H]2C[C@H]2N1C(=O)Cn1nc(C(N)=O)c2ccncc21)c1cccc(Cl)c1F. The target protein sequence is DESQSLSLCGMVWEHRKGTDYHKQPWQAKISVIRPSKGHESCMGAVVSEYFVLTAAHCFTVDDKEHSIKVSVGGEKRDLEIEVVLFHPNYNINGKKEAGIPEFYDYDVALIKLKNKLKYGQTIRPICLPCTEGTTRALRLPPTTTCQQQKEELLPAQDIKALFVSEEEKKLTRKEVYIKNGDKKGSCERDAQYAPGYDKVKDISEVVTPRFLCTGGVSPYADPNTCRGDSGGPLIVHKRSRFIQVGVISWGVVDVCKNQKRQKQVPAHARDFHINLFQVLPWLKEKLQDEDLGFL. The pIC50 is 4.0. (4) The compound is CC#C[C@]1(O)CC[C@H]2[C@@H]3CCC4=CC(=O)CCC4=C3[C@@H](c3ccc(N(C)C)cc3)C[C@@]21C. The target protein (P06537) has sequence MDSKESLAPPGRDEVPSSLLGRGRGSVMDLYKTLRGGATVKVSASSPSVAAASQADSKQQRILLDFSKGSASNAQQQQQQQQPQPDLSKAVSLSMGLYMGETETKVMGNDLGYPQQGQLGLSSGETDFRLLEESIANLNRSTSRPENPKSSTPAAGCATPTEKEFPQTHSDPSSEQQNRKSQPGTNGGSVKLYTTDQSTFDILQDLEFSAGSPGKETNESPWRSDLLIDENLLSPLAGEDDPFLLEGDVNEDCKPLILPDTKPKIQDTGDTILSSPSSVALPQVKTEKDDFIELCTPGVIKQEKLGPVYCQASFSGTNIIGNKMSAISVHGVSTSGGQMYHYDMNTASLSQQQDQKPVFNVIPPIPVGSENWNRCQGSGEDNLTSLGAMNFAGRSVFSNGYSSPGMRPDVSSPPSSSSTATGPPPKLCLVCSDEASVCHYGVLTCGSCKVFFKRAVEGQHNYLCAGRNDCIIDKIRRKNCPACRYRKCLQAGMNLEARKT.... The pIC50 is 8.6. (5) The small molecule is C=CC(=O)Nc1cnn(CC(O)NC)c1-c1cc2c(cn1)CN(c1c(F)c(OC)cc(OC)c1F)C(=O)C21CC1. The target protein (P22455) has sequence MRLLLALLGVLLSVPGPPVLSLEASEEVELEPCLAPSLEQQEQELTVALGQPVRLCCGRAERGGHWYKEGSRLAPAGRVRGWRGRLEIASFLPEDAGRYLCLARGSMIVLQNLTLITGDSLTSSNDDEDPKSHRDPSNRHSYPQQAPYWTHPQRMEKKLHAVPAGNTVKFRCPAAGNPTPTIRWLKDGQAFHGENRIGGIRLRHQHWSLVMESVVPSDRGTYTCLVENAVGSIRYNYLLDVLERSPHRPILQAGLPANTTAVVGSDVELLCKVYSDAQPHIQWLKHIVINGSSFGADGFPYVQVLKTADINSSEVEVLYLRNVSAEDAGEYTCLAGNSIGLSYQSAWLTVLPEEDPTWTAAAPEARYTDIILYASGSLALAVLLLLAGLYRGQALHGRHPRPPATVQKLSRFPLARQFSLESGSSGKSSSSLVRGVRLSSSGPALLAGLVSLDLPLDPLWEFPRDRLVLGKPLGEGCFGQVVRAEAFGMDPARPDQASTV.... The pIC50 is 7.7. (6) The drug is O=[N+]([O-])c1ccc2nc(CCCc3nc4ccc([N+](=O)[O-])cc4[nH]3)[nH]c2c1. The target protein (P63279) has sequence MSGIALSRLAQERKAWRKDHPFGFVAVPTKNPDGTMNLMNWECAIPGKKGTPWEGGLFKLRMLFKDDYPSSPPKCKFEPPLFHPNVYPSGTVCLSILEEDKDWRPAITIKQILLGIQELLNEPNIQDPAQAEAYTIYCQNRVEYEKRVRAQAKKFAPS. The pIC50 is 4.0.